From a dataset of Reaction yield outcomes from USPTO patents with 853,638 reactions. Predict the reaction yield, written as a fraction of the theoretical maximum amount of product (1.0 means a 100% yield; for example, 0.34 means a 34% yield). The reactants are [NH2:1][C:2]1[CH:10]=[C:6]([C:7]([OH:9])=[O:8])[C:5]([OH:11])=[CH:4][CH:3]=1.[N+:12]([C:15]1[CH:22]=[CH:21][C:18]([CH2:19]Br)=[CH:17][CH:16]=1)([O-:14])=[O:13]. No catalyst specified. The product is [N+:12]([C:15]1[CH:22]=[CH:21][C:18]([CH2:19][NH:1][C:2]2[CH:10]=[C:6]([C:7]([OH:9])=[O:8])[C:5]([OH:11])=[CH:4][CH:3]=2)=[CH:17][CH:16]=1)([O-:14])=[O:13]. The yield is 0.790.